Dataset: KCNQ2 potassium channel screen with 302,405 compounds. Task: Binary Classification. Given a drug SMILES string, predict its activity (active/inactive) in a high-throughput screening assay against a specified biological target. The molecule is s1c(nc(c1)C(O)=O)c1ccc(cc1)C. The result is 0 (inactive).